From a dataset of CYP2C9 inhibition data for predicting drug metabolism from PubChem BioAssay. Regression/Classification. Given a drug SMILES string, predict its absorption, distribution, metabolism, or excretion properties. Task type varies by dataset: regression for continuous measurements (e.g., permeability, clearance, half-life) or binary classification for categorical outcomes (e.g., BBB penetration, CYP inhibition). Dataset: cyp2c9_veith. (1) The molecule is O=C(c1cnccn1)N1CCC[C@@]2(CCN(c3ncccn3)C2)C1. The result is 0 (non-inhibitor). (2) The molecule is CCn1c(CC(=O)Nc2ccc(C)cc2)nnc1SCC(=O)NCCc1ccccc1. The result is 1 (inhibitor). (3) The result is 1 (inhibitor). The molecule is c1ccc(Oc2cc(-c3ccccc3)ncn2)cc1.